This data is from Forward reaction prediction with 1.9M reactions from USPTO patents (1976-2016). The task is: Predict the product of the given reaction. (1) Given the reactants [Cl:1][C:2]1[CH:7]=[C:6]([Cl:8])[CH:5]=[CH:4][C:3]=1[S:9]([N:12]([CH3:37])[CH2:13][C@@H:14]([OH:36])[CH2:15][NH:16][C:17]([C@@H:19]([NH:24][C:25]([C:27]1[S:28][C:29]2[CH:35]=[CH:34][CH:33]=[CH:32][C:30]=2[CH:31]=1)=[O:26])[CH2:20][CH:21]([CH3:23])[CH3:22])=[O:18])(=[O:11])=[O:10].CC(OI1(OC(C)=O)(OC(C)=O)OC(=O)C2C=CC=CC1=2)=O, predict the reaction product. The product is: [Cl:1][C:2]1[CH:7]=[C:6]([Cl:8])[CH:5]=[CH:4][C:3]=1[S:9]([N:12]([CH3:37])[CH2:13][C:14](=[O:36])[CH2:15][NH:16][C:17]([C@@H:19]([NH:24][C:25]([C:27]1[S:28][C:29]2[CH:35]=[CH:34][CH:33]=[CH:32][C:30]=2[CH:31]=1)=[O:26])[CH2:20][CH:21]([CH3:23])[CH3:22])=[O:18])(=[O:10])=[O:11]. (2) Given the reactants [Cl:1][C:2]1[CH:3]=[C:4]([C:8]2[N:9]([CH2:19][C:20]3[CH:25]=[C:24]([Cl:26])[CH:23]=[CH:22][C:21]=3[Cl:27])[C:10]([C:15]([O:17]C)=[O:16])=[C:11]([C:13]#[CH:14])[N:12]=2)[CH:5]=[N:6][CH:7]=1.[OH-].[Na+].Cl, predict the reaction product. The product is: [Cl:1][C:2]1[CH:3]=[C:4]([C:8]2[N:9]([CH2:19][C:20]3[CH:25]=[C:24]([Cl:26])[CH:23]=[CH:22][C:21]=3[Cl:27])[C:10]([C:15]([OH:17])=[O:16])=[C:11]([C:13]#[CH:14])[N:12]=2)[CH:5]=[N:6][CH:7]=1. (3) Given the reactants [CH:1]1([C:4]2[N:8]3[CH:9]=[C:10]([C:15]([O:17]C)=O)[CH:11]=[C:12]([O:13][CH3:14])[C:7]3=[N:6][CH:5]=2)[CH2:3][CH2:2]1.[OH-].[Na+].Cl.Cl.[NH:23]1[C:27]([C:28]2[CH:29]=[C:30]3[C:40](=[CH:41][CH:42]=2)[O:39][C:33]2([CH2:38][CH2:37][NH:36][CH2:35][CH2:34]2)[CH2:32][C:31]3=[O:43])=[N:26][N:25]=[N:24]1.C(N(CC)CC)C.C1C=CC2N(O)N=NC=2C=1.CCN=C=NCCCN(C)C.Cl, predict the reaction product. The product is: [CH:1]1([C:4]2[N:8]3[CH:9]=[C:10]([C:15]([N:36]4[CH2:37][CH2:38][C:33]5([CH2:32][C:31](=[O:43])[C:30]6[C:40](=[CH:41][CH:42]=[C:28]([C:27]7[NH:26][N:25]=[N:24][N:23]=7)[CH:29]=6)[O:39]5)[CH2:34][CH2:35]4)=[O:17])[CH:11]=[C:12]([O:13][CH3:14])[C:7]3=[N:6][CH:5]=2)[CH2:2][CH2:3]1. (4) Given the reactants [O:1]1[C:6](=[O:7])[CH:5]=[CH:4][NH:3][C:2]1=[O:8].[C:9](=O)([O-])[O-].[K+].[K+].CI, predict the reaction product. The product is: [CH3:9][N:3]1[CH:4]=[CH:5][C:6](=[O:7])[O:1][C:2]1=[O:8]. (5) Given the reactants CO.[O:3]1[C:8]2[CH:9]=[CH:10][C:11]([CH2:13][N:14]([CH:22]3[CH2:27][CH2:26][N:25]([CH2:28][CH2:29][N:30]4[C:39]5[C:34](=[CH:35][CH:36]=[C:37]([N:40]6[CH:44]=[CH:43][N:42]=[CH:41]6)[CH:38]=5)[C:33]([CH3:45])=[CH:32][C:31]4=[O:46])[CH2:24][CH2:23]3)C(=O)OC(C)(C)C)=[CH:12][C:7]=2[O:6][CH2:5][CH2:4]1.[ClH:47].C(OCC)(=O)C, predict the reaction product. The product is: [ClH:47].[O:3]1[C:8]2[CH:9]=[CH:10][C:11]([CH2:13][NH:14][CH:22]3[CH2:27][CH2:26][N:25]([CH2:28][CH2:29][N:30]4[C:39]5[C:34](=[CH:35][CH:36]=[C:37]([N:40]6[CH:44]=[CH:43][N:42]=[CH:41]6)[CH:38]=5)[C:33]([CH3:45])=[CH:32][C:31]4=[O:46])[CH2:24][CH2:23]3)=[CH:12][C:7]=2[O:6][CH2:5][CH2:4]1.